The task is: Regression. Given two drug SMILES strings and cell line genomic features, predict the synergy score measuring deviation from expected non-interaction effect.. This data is from NCI-60 drug combinations with 297,098 pairs across 59 cell lines. (1) Drug 1: COC1=C(C=C2C(=C1)N=CN=C2NC3=CC(=C(C=C3)F)Cl)OCCCN4CCOCC4. Drug 2: COC1=C2C(=CC3=C1OC=C3)C=CC(=O)O2. Cell line: NCI-H460. Synergy scores: CSS=26.4, Synergy_ZIP=-0.647, Synergy_Bliss=3.44, Synergy_Loewe=-3.52, Synergy_HSA=2.35. (2) Synergy scores: CSS=20.9, Synergy_ZIP=-4.77, Synergy_Bliss=-6.27, Synergy_Loewe=-4.62, Synergy_HSA=-3.98. Drug 1: COC1=C(C=C2C(=C1)N=CN=C2NC3=CC(=C(C=C3)F)Cl)OCCCN4CCOCC4. Cell line: MALME-3M. Drug 2: C1=CC(=CC=C1CCC2=CNC3=C2C(=O)NC(=N3)N)C(=O)NC(CCC(=O)O)C(=O)O. (3) Drug 1: CC1=C(C=C(C=C1)NC2=NC=CC(=N2)N(C)C3=CC4=NN(C(=C4C=C3)C)C)S(=O)(=O)N.Cl. Drug 2: C(CC(=O)O)C(=O)CN.Cl. Cell line: ACHN. Synergy scores: CSS=0.621, Synergy_ZIP=-2.61, Synergy_Bliss=-5.96, Synergy_Loewe=-13.8, Synergy_HSA=-6.47. (4) Drug 1: C1=C(C(=O)NC(=O)N1)F. Drug 2: C1CN(CCN1C(=O)CCBr)C(=O)CCBr. Cell line: MDA-MB-435. Synergy scores: CSS=35.0, Synergy_ZIP=4.00, Synergy_Bliss=4.57, Synergy_Loewe=-8.60, Synergy_HSA=0.615. (5) Drug 1: CC1=C(N=C(N=C1N)C(CC(=O)N)NCC(C(=O)N)N)C(=O)NC(C(C2=CN=CN2)OC3C(C(C(C(O3)CO)O)O)OC4C(C(C(C(O4)CO)O)OC(=O)N)O)C(=O)NC(C)C(C(C)C(=O)NC(C(C)O)C(=O)NCCC5=NC(=CS5)C6=NC(=CS6)C(=O)NCCC[S+](C)C)O. Drug 2: N.N.Cl[Pt+2]Cl. Cell line: MOLT-4. Synergy scores: CSS=68.3, Synergy_ZIP=3.33, Synergy_Bliss=3.82, Synergy_Loewe=4.47, Synergy_HSA=7.07.